Predict the reactants needed to synthesize the given product. From a dataset of Full USPTO retrosynthesis dataset with 1.9M reactions from patents (1976-2016). (1) Given the product [Br:1][C:17]1[CH:18]=[C:19]([C:23]([F:24])([F:26])[F:25])[C:20]2[CH2:21][O:22][C@:10]3([CH3:9])[C@H:14]([C:15]=2[CH:16]=1)[CH2:13][NH:12][CH2:11]3, predict the reactants needed to synthesize it. The reactants are: [Br:1]N1C(=O)CCC1=O.[CH3:9][C@@:10]12[O:22][CH2:21][C:20]3[C:19]([C:23]([F:26])([F:25])[F:24])=[CH:18][CH:17]=[CH:16][C:15]=3[C@@H:14]1[CH2:13][NH:12][CH2:11]2. (2) Given the product [CH2:1]([N:4]1[CH2:9][CH2:8][N:7]([C:10]2[N:15]=[CH:14][C:13]([C:24]3[CH:25]=[C:20]([CH:17]([CH3:19])[CH3:18])[CH:21]=[CH:22][C:23]=3[S:26]([NH2:32])(=[O:28])=[O:27])=[CH:12][CH:11]=2)[CH2:6][CH2:5]1)[CH:2]=[CH2:3], predict the reactants needed to synthesize it. The reactants are: [CH2:1]([N:4]1[CH2:9][CH2:8][N:7]([C:10]2[N:15]=[CH:14][C:13](N)=[CH:12][CH:11]=2)[CH2:6][CH2:5]1)[CH:2]=[CH2:3].[CH:17]([C:20]1[CH:25]=[CH:24][C:23]([S:26](Cl)(=[O:28])=[O:27])=[CH:22][CH:21]=1)([CH3:19])[CH3:18].C([N:32](CC)CC)C. (3) The reactants are: [NH2:1][C:2]([C:27]#[N:28])([CH3:26])[CH2:3][O:4][C:5]1[CH:6]=[C:7]([CH:10]=[CH:11][C:12]=1[O:13][C:14]1[CH:19]=[CH:18][C:17]([O:20][C:21]([F:24])([F:23])[F:22])=[CH:16][C:15]=1[Cl:25])[C:8]#[N:9].C(NC(C)C)(C)C.[F:36][C:37]([F:49])([F:48])[S:38][C:39]1[CH:47]=[CH:46][C:42]([C:43](Cl)=[O:44])=[CH:41][CH:40]=1. Given the product [C:27]([C:2]([NH:1][C:43](=[O:44])[C:42]1[CH:46]=[CH:47][C:39]([S:38][C:37]([F:49])([F:36])[F:48])=[CH:40][CH:41]=1)([CH3:26])[CH2:3][O:4][C:5]1[CH:6]=[C:7]([C:8]#[N:9])[CH:10]=[CH:11][C:12]=1[O:13][C:14]1[CH:19]=[CH:18][C:17]([O:20][C:21]([F:23])([F:24])[F:22])=[CH:16][C:15]=1[Cl:25])#[N:28], predict the reactants needed to synthesize it. (4) Given the product [N+:15]([C:4]1[CH:5]=[C:6]([CH:9]([CH3:14])[C:10]([O:12][CH3:13])=[O:11])[CH:7]=[CH:8][C:3]=1[CH:1]=[C:20]1[C:19](=[O:18])[CH2:23][CH2:22][S:21]1)([O-:17])=[O:16], predict the reactants needed to synthesize it. The reactants are: [CH:1]([C:3]1[CH:8]=[CH:7][C:6]([CH:9]([CH3:14])[C:10]([O:12][CH3:13])=[O:11])=[CH:5][C:4]=1[N+:15]([O-:17])=[O:16])=O.[O:18]=[C:19]1[CH2:23][CH2:22][S:21][CH2:20]1. (5) Given the product [C:5]([OH:6])(=[O:11])/[CH:31]=[CH:30]/[C:36]([OH:37])=[O:39].[C:13]1([C@H:19]2[CH2:24][CH2:23][CH2:22][CH2:21][C@H:20]2[NH:25][C:5](=[O:11])[O:4][CH2:2][CH:30]2[CH:31]3[CH2:34][CH2:35][N:28]([CH2:33][CH2:32]3)[CH2:29]2)[CH:18]=[CH:17][CH:16]=[CH:15][CH:14]=1, predict the reactants needed to synthesize it. The reactants are: Cl[C:2](Cl)([O:4][C:5](=[O:11])[O:6]C(Cl)(Cl)Cl)Cl.[C:13]1([C@H:19]2[CH2:24][CH2:23][CH2:22][CH2:21][C@H:20]2[NH2:25])[CH:18]=[CH:17][CH:16]=[CH:15][CH:14]=1.[H-].[Na+].[N:28]12[CH2:35][CH2:34][CH:31]([CH2:32][CH2:33]1)[CH:30]([CH2:36][OH:37])[CH2:29]2.C([O-])(O)=[O:39].[Na+]. (6) Given the product [CH3:1][O:2][C:3]1[N:8]=[CH:7][C:6]([NH:9][C:10]2[C:15]([C:16]3[N:24]=[C:23]([CH3:25])[N:22]=[C:21]4[C:17]=3[N:18]=[CH:19][NH:20]4)=[CH:14][CH:13]=[CH:12][N:11]=2)=[CH:5][CH:4]=1, predict the reactants needed to synthesize it. The reactants are: [CH3:1][O:2][C:3]1[N:8]=[CH:7][C:6]([NH:9][C:10]2[C:15]([C:16]3[N:24]=[C:23]([CH3:25])[N:22]=[C:21]4[C:17]=3[N:18]=[CH:19][N:20]4C3CCCCO3)=[CH:14][CH:13]=[CH:12][N:11]=2)=[CH:5][CH:4]=1.Cl. (7) The reactants are: [Cl:1][C:2]1[CH:3]=[C:4]([CH:8]2[C:12]([C:15]3[CH:20]=[CH:19][C:18]([Cl:21])=[CH:17][C:16]=3[F:22])([C:13]#[N:14])[CH:11]([CH2:23][C:24]([CH3:27])([CH3:26])[CH3:25])[CH2:10][NH:9]2)[CH:5]=[CH:6][CH:7]=1.[CH2:28]([N:30]([CH2:33]C)CC)[CH3:29].[C:35](Cl)(Cl)=[O:36].C(N)C.CC1C=CC(S([O-])(=O)=[O:50])=CC=1.C1C=C[NH+]=CC=1.[CH3:59][OH:60]. Given the product [OH:60][C@H:59]([CH2:35][OH:36])[CH2:29][CH2:28][NH:30][C:33]([N:9]1[CH2:10][CH:11]([CH2:23][C:24]([CH3:27])([CH3:26])[CH3:25])[C:12]([C:15]2[CH:20]=[CH:19][C:18]([Cl:21])=[CH:17][C:16]=2[F:22])([C:13]#[N:14])[CH:8]1[C:4]1[CH:5]=[CH:6][CH:7]=[C:2]([Cl:1])[CH:3]=1)=[O:50], predict the reactants needed to synthesize it. (8) Given the product [CH2:24]([C:26]([C:51]1[CH:56]=[CH:55][C:54]([B:15]2[O:16][C:17]([CH3:22])([CH3:23])[C:18]([CH3:20])([CH3:21])[O:19]2)=[C:53]([CH3:65])[CH:52]=1)([C:29]1[CH:34]=[CH:33][C:32]([C:35]#[C:36][C:37]([O:46][CH2:47][O:48][CH3:49])([C:42]([F:44])([F:45])[F:43])[C:38]([F:40])([F:41])[F:39])=[C:31]([CH3:50])[CH:30]=1)[CH2:27][CH3:28])[CH3:25], predict the reactants needed to synthesize it. The reactants are: C([O-])(=O)C.[K+].[B:15]1([B:15]2[O:19][C:18]([CH3:21])([CH3:20])[C:17]([CH3:23])([CH3:22])[O:16]2)[O:19][C:18]([CH3:21])([CH3:20])[C:17]([CH3:23])([CH3:22])[O:16]1.[CH2:24]([C:26]([C:51]1[CH:56]=[CH:55][C:54](OS(C(F)(F)F)(=O)=O)=[C:53]([CH3:65])[CH:52]=1)([C:29]1[CH:34]=[CH:33][C:32]([C:35]#[C:36][C:37]([O:46][CH2:47][O:48][CH3:49])([C:42]([F:45])([F:44])[F:43])[C:38]([F:41])([F:40])[F:39])=[C:31]([CH3:50])[CH:30]=1)[CH2:27][CH3:28])[CH3:25].C(=O)(O)[O-].[Na+].